Predict the product of the given reaction. From a dataset of Forward reaction prediction with 1.9M reactions from USPTO patents (1976-2016). (1) Given the reactants C[O:2][C:3](=[O:30])[C:4]([C:7]1[CH:12]=[CH:11][C:10]([C:13]#[C:14][C:15]2[CH:16]=[C:17]3[C:22](=[C:23]([OH:25])[CH:24]=2)[O:21][C:20]([CH3:27])([CH3:26])[CH2:19][C:18]3([CH3:29])[CH3:28])=[CH:9][CH:8]=1)([CH3:6])[CH3:5].[OH-].[K+], predict the reaction product. The product is: [OH:25][C:23]1[CH:24]=[C:15]([C:14]#[C:13][C:10]2[CH:11]=[CH:12][C:7]([C:4]([CH3:6])([CH3:5])[C:3]([OH:30])=[O:2])=[CH:8][CH:9]=2)[CH:16]=[C:17]2[C:22]=1[O:21][C:20]([CH3:27])([CH3:26])[CH2:19][C:18]2([CH3:29])[CH3:28]. (2) Given the reactants [C:1]([O:5][C:6]([NH:8][C@:9]12[CH2:17][CH:16]1[CH2:15][C@H:14]1[C@@H:10]2[CH2:11][N:12](CC2C=CC(OC)=CC=2)[CH2:13]1)=[O:7])([CH3:4])([CH3:3])[CH3:2].[H][H], predict the reaction product. The product is: [C:1]([O:5][C:6]([NH:8][C@:9]12[CH2:17][CH:16]1[CH2:15][C@H:14]1[C@@H:10]2[CH2:11][NH:12][CH2:13]1)=[O:7])([CH3:4])([CH3:2])[CH3:3]. (3) Given the reactants [CH2:1]([CH:8]1[C:17]2[C:12](=[CH:13][C:14]([O:20][CH3:21])=[C:15]([O:18][CH3:19])[CH:16]=2)[CH2:11][CH2:10][NH:9]1)[C:2]1[CH:7]=[CH:6][CH:5]=[CH:4][CH:3]=1.Br[CH2:23][C:24](Br)=[O:25].[F:27][C:28]1[CH:35]=[CH:34][C:33]([F:36])=[CH:32][C:29]=1[CH2:30][NH2:31], predict the reaction product. The product is: [CH2:1]([CH:8]1[C:17]2[C:12](=[CH:13][C:14]([O:20][CH3:21])=[C:15]([O:18][CH3:19])[CH:16]=2)[CH2:11][CH2:10][N:9]1[CH2:23][C:24]([NH:31][CH2:30][C:29]1[CH:32]=[C:33]([F:36])[CH:34]=[CH:35][C:28]=1[F:27])=[O:25])[C:2]1[CH:3]=[CH:4][CH:5]=[CH:6][CH:7]=1. (4) Given the reactants [CH3:1][NH:2][CH2:3][C:4]([NH:6][CH2:7][C:8]1[CH:13]=[C:12]([C:14]2[CH:19]=[CH:18][C:17]([C:20]([F:23])([F:22])[F:21])=[CH:16][CH:15]=2)[N:11]=[CH:10][N:9]=1)=[O:5].C(N(CC)C(C)C)(C)C.[Cl:33][C:34]1[S:38][C:37]([S:39](Cl)(=[O:41])=[O:40])=[CH:36][CH:35]=1.C(OCC)(=O)C, predict the reaction product. The product is: [Cl:33][C:34]1[S:38][C:37]([S:39]([N:2]([CH3:1])[CH2:3][C:4]([NH:6][CH2:7][C:8]2[CH:13]=[C:12]([C:14]3[CH:19]=[CH:18][C:17]([C:20]([F:23])([F:21])[F:22])=[CH:16][CH:15]=3)[N:11]=[CH:10][N:9]=2)=[O:5])(=[O:41])=[O:40])=[CH:36][CH:35]=1. (5) Given the reactants Cl[C:2]1[C:3]2[C:10]([CH3:11])=[CH:9][NH:8][C:4]=2[N:5]=[CH:6][N:7]=1.[CH3:12][O:13][C:14]1[CH:22]=[C:21]2[C:17]([CH:18]=[N:19][NH:20]2)=[CH:16][C:15]=1[NH2:23], predict the reaction product. The product is: [CH3:12][O:13][C:14]1[CH:22]=[C:21]2[C:17]([CH:18]=[N:19][NH:20]2)=[CH:16][C:15]=1[NH:23][C:2]1[C:3]2[C:10]([CH3:11])=[CH:9][NH:8][C:4]=2[N:5]=[CH:6][N:7]=1.